This data is from Forward reaction prediction with 1.9M reactions from USPTO patents (1976-2016). The task is: Predict the product of the given reaction. (1) Given the reactants [CH3:1][S:2][C:3]1[N:8]=[C:7]([N:9]2[C:18]3[N:17]=[C:16]([C:19]4[CH:24]=[CH:23][CH:22]=[CH:21][CH:20]=4)[C:15](C(OCC)=O)=[CH:14][C:13]=3[CH2:12][CH2:11][CH2:10]2)[CH:6]=[CH:5][N:4]=1.[CH3:30][Mg]Br.[CH2:33]1[CH2:37][O:36]CC1, predict the reaction product. The product is: [CH3:1][S:2][C:3]1[N:8]=[C:7]([N:9]2[C:18]3[N:17]=[C:16]([C:19]4[CH:20]=[CH:21][CH:22]=[CH:23][CH:24]=4)[C:15]([C:37]([OH:36])([CH3:33])[CH3:30])=[CH:14][C:13]=3[CH2:12][CH2:11][CH2:10]2)[CH:6]=[CH:5][N:4]=1. (2) Given the reactants C[O:2][C:3](=[O:43])[C:4]([NH:36][C:37]1[CH:42]=[CH:41][CH:40]=[CH:39][CH:38]=1)(C(=O)C1C=CC=CC=1)[CH2:5][C:6]1[CH:11]=[CH:10][C:9]([O:12][CH2:13][CH:14]=[CH:15][C:16]2[CH:21]=[CH:20][C:19]([C:22]3[CH:27]=[CH:26][CH:25]=[CH:24][CH:23]=3)=[CH:18][CH:17]=2)=[CH:8][CH:7]=1.[OH-].[Na+].[CH2:46]([OH:48])[CH3:47], predict the reaction product. The product is: [C:46]([C:42]1[CH:41]=[CH:40][CH:39]=[CH:38][C:37]=1[NH:36][C@@H:4]([CH2:5][C:6]1[CH:11]=[CH:10][C:9]([O:12][CH2:13]/[CH:14]=[CH:15]/[C:16]2[CH:17]=[CH:18][C:19]([C:22]3[CH:27]=[CH:26][CH:25]=[CH:24][CH:23]=3)=[CH:20][CH:21]=2)=[CH:8][CH:7]=1)[C:3]([OH:43])=[O:2])(=[O:48])[C:47]1[CH:7]=[CH:6][CH:5]=[CH:4][CH:3]=1. (3) Given the reactants FC(F)(F)[C:3]1[CH:4]=[C:5]([CH:28]=[C:29]([C:31]([F:34])([F:33])[F:32])[CH:30]=1)[CH2:6][O:7][CH2:8][CH:9]([C:22]1[CH:27]=[CH:26][CH:25]=[CH:24][CH:23]=1)[CH2:10][NH:11][C:12](=[O:21])[CH:13]=[CH:14][C:15]1[CH:20]=[CH:19][N:18]=[CH:17][CH:16]=1.[H][H], predict the reaction product. The product is: [F:33][C:31]([F:32])([F:34])[C:29]1[CH:28]=[C:5]([CH:4]=[CH:3][C:30]=1[C:31]([F:34])([F:33])[F:32])[CH2:6][O:7][CH2:8][CH:9]([C:22]1[CH:27]=[CH:26][CH:25]=[CH:24][CH:23]=1)[CH2:10][NH:11][C:12](=[O:21])[CH2:13][CH2:14][C:15]1[CH:16]=[CH:17][N:18]=[CH:19][CH:20]=1. (4) Given the reactants [CH3:1][O:2][C:3]1[CH:8]=[CH:7][C:6]([CH2:9][C:10]([OH:12])=O)=[CH:5][CH:4]=1.[C:13]1([O:19][CH3:20])[CH:18]=[CH:17][CH:16]=[CH:15][CH:14]=1, predict the reaction product. The product is: [CH3:20][O:19][C:13]1[CH:18]=[CH:17][C:16]([C:10](=[O:12])[CH2:9][C:6]2[CH:5]=[CH:4][C:3]([O:2][CH3:1])=[CH:8][CH:7]=2)=[CH:15][CH:14]=1. (5) The product is: [CH3:17][C:14]1[CH:15]=[CH:16][C:10]2[N:9]=[C:8]([C:7]3[C:2]([NH2:1])=[N:3][CH:4]=[C:5]([C:18]4[CH2:19][CH2:20][NH:21][CH2:22][CH:23]=4)[N:6]=3)[NH:12][C:11]=2[CH:13]=1. Given the reactants [NH2:1][C:2]1[N:3]=[CH:4][C:5]([C:18]2[CH2:19][CH2:20][N:21](C(OC(C)(C)C)=O)[CH2:22][CH:23]=2)=[N:6][C:7]=1[C:8]1[NH:12][C:11]2[CH:13]=[C:14]([CH3:17])[CH:15]=[CH:16][C:10]=2[N:9]=1.C(O)(C(F)(F)F)=O, predict the reaction product.